From a dataset of Forward reaction prediction with 1.9M reactions from USPTO patents (1976-2016). Predict the product of the given reaction. Given the reactants [C:1]([O:5][C:6]([NH:8][C@@H:9]([CH:13]([CH3:15])[CH3:14])[C:10]([OH:12])=[O:11])=[O:7])([CH3:4])([CH3:3])[CH3:2].[F:16][C:17]1[CH:22]=[C:21]([O:23][CH2:24][CH2:25]O)[CH:20]=[C:19]([F:27])[C:18]=1[N:28]1[CH2:33][CH2:32][N:31]([C:34]2[N:39]=[C:38]3[N:40]([CH3:43])[N:41]=[CH:42][C:37]3=[C:36]([OH:44])[N:35]=2)[CH2:30][CH2:29]1.CCN=C=NCCCN(C)C.Cl.CCN(C(C)C)C(C)C, predict the reaction product. The product is: [C:1]([O:5][C:6]([NH:8][C@@H:9]([CH:13]([CH3:15])[CH3:14])[C:10]([O:12][CH2:25][CH2:24][O:23][C:21]1[CH:22]=[C:17]([F:16])[C:18]([N:28]2[CH2:33][CH2:32][N:31]([C:34]3[N:39]=[C:38]4[N:40]([CH3:43])[N:41]=[CH:42][C:37]4=[C:36]([OH:44])[N:35]=3)[CH2:30][CH2:29]2)=[C:19]([F:27])[CH:20]=1)=[O:11])=[O:7])([CH3:4])([CH3:3])[CH3:2].